This data is from Reaction yield outcomes from USPTO patents with 853,638 reactions. The task is: Predict the reaction yield, written as a fraction of the theoretical maximum amount of product (1.0 means a 100% yield; for example, 0.34 means a 34% yield). (1) The reactants are [C:1]([C:3]1[CH:8]=[CH:7][C:6]([CH2:9][CH2:10][NH:11]C(=O)OC(C)(C)C)=[CH:5][CH:4]=1)#[N:2].C(O)(C(F)(F)F)=O. The catalyst is C(Cl)Cl. The product is [NH2:11][CH2:10][CH2:9][C:6]1[CH:7]=[CH:8][C:3]([C:1]#[N:2])=[CH:4][CH:5]=1. The yield is 0.743. (2) The reactants are FC1C=CC([NH:8][C:9](=[O:17])[C:10]2[CH:15]=[CH:14][C:13](Cl)=[N:12][CH:11]=2)=CC=1.Br.BrCC1C=CC=CN=1.[OH-].[Na+].[OH-].C([N+](CCCC)(CCCC)CCCC)CCC. The product is [C:9]([NH2:8])(=[O:17])[C:10]1[CH:15]=[CH:14][CH:13]=[N:12][CH:11]=1. The catalyst is C1(C)C=CC=CC=1. The yield is 0.960. (3) The reactants are S([O-])([O-])=O.[Na+:5].[Na+].[CH:7]1([S:13](Cl)(=[O:15])=[O:14])[CH2:12][CH2:11][CH2:10][CH2:9][CH2:8]1.C(=O)([O-])[O-].[Na+].[Na+]. The catalyst is O. The product is [CH:7]1([S:13]([O-:15])=[O:14])[CH2:12][CH2:11][CH2:10][CH2:9][CH2:8]1.[Na+:5]. The yield is 0.970. (4) The reactants are [C:1]([S:5][CH2:6][CH2:7][C:8]1[CH:13]=[CH:12][C:11]([C:14]([C:19]2[CH:33]=[CH:32][C:22]([O:23][CH2:24][C@@H:25]3[CH2:29][O:28][C:27]([CH3:31])([CH3:30])[O:26]3)=[C:21]([CH3:34])[CH:20]=2)([CH2:17][CH3:18])[CH2:15][CH3:16])=[CH:10][C:9]=1[CH3:35])([CH3:4])([CH3:3])[CH3:2].[OH2:36]. The catalyst is CCO.O. The product is [CH2:17]([C:14]([C:19]1[CH:33]=[CH:32][C:22]([O:23][CH2:24][C@@H:25]2[CH2:29][O:28][C:27]([CH3:31])([CH3:30])[O:26]2)=[C:21]([CH3:34])[CH:20]=1)([C:11]1[CH:12]=[CH:13][C:8]([CH2:7][CH2:6][S:5]([C:1]([CH3:4])([CH3:2])[CH3:3])=[O:36])=[C:9]([CH3:35])[CH:10]=1)[CH2:15][CH3:16])[CH3:18]. The yield is 0.940. (5) The reactants are [Cl:1][C:2]1[C:6]([NH:7][CH2:8][C:9]#[CH:10])=[CH:5][N:4]([C:11]2[CH:12]=[N:13][CH:14]=[CH:15][CH:16]=2)[N:3]=1.Cl.C(N=C=NCCCN(C)C)C.[F:29][C:30]([F:39])([F:38])[CH:31]([S:36][CH3:37])[CH2:32][C:33](O)=[O:34]. The catalyst is CN(C)C1C=CN=CC=1.ClCCCl. The product is [Cl:1][C:2]1[C:6]([N:7]([CH2:8][C:9]#[CH:10])[C:33](=[O:34])[CH2:32][CH:31]([S:36][CH3:37])[C:30]([F:39])([F:38])[F:29])=[CH:5][N:4]([C:11]2[CH:12]=[N:13][CH:14]=[CH:15][CH:16]=2)[N:3]=1. The yield is 0.980.